This data is from Forward reaction prediction with 1.9M reactions from USPTO patents (1976-2016). The task is: Predict the product of the given reaction. (1) Given the reactants [CH3:1][S:2]([NH2:5])(=[O:4])=[O:3].[H-].[Na+].Cl[CH2:9][CH2:10][CH2:11][CH2:12][C:13]1[N:14]([CH3:27])[N:15]=[C:16]2[C:25]=1[C:24]1[CH:23]=[CH:22][CH:21]=[CH:20][C:19]=1[N:18]=[C:17]2[NH2:26].[I-].[Na+], predict the reaction product. The product is: [NH2:26][C:17]1[C:16]2=[N:15][N:14]([CH3:27])[C:13]([CH2:12][CH2:11][CH2:10][CH2:9][NH:5][S:2]([CH3:1])(=[O:4])=[O:3])=[C:25]2[C:24]2[CH:23]=[CH:22][CH:21]=[CH:20][C:19]=2[N:18]=1. (2) Given the reactants [NH:1]1[CH:5]=[C:4]([C:6]([O:8][CH2:9][CH3:10])=[O:7])[CH:3]=[N:2]1.CC(C)([O-])C.[K+].Cl[CH2:18][C:19]1[N:20]=[C:21]([C:24]2[CH:29]=[CH:28][CH:27]=[C:26]([C:30]([F:33])([F:32])[F:31])[CH:25]=2)[S:22][CH:23]=1, predict the reaction product. The product is: [F:33][C:30]([F:31])([F:32])[C:26]1[CH:25]=[C:24]([C:21]2[S:22][CH:23]=[C:19]([CH2:18][N:1]3[CH:5]=[C:4]([C:6]([O:8][CH2:9][CH3:10])=[O:7])[CH:3]=[N:2]3)[N:20]=2)[CH:29]=[CH:28][CH:27]=1. (3) Given the reactants O[CH:2]=[C:3]1[C:11]2[C:6](=[CH:7][C:8]([C:12]([C:14]3[CH:15]=[C:16]([NH:20][C:21]([C:23]4[N:24]([CH3:29])[N:25]=[C:26]([CH3:28])[CH:27]=4)=[O:22])[CH:17]=[CH:18][CH:19]=3)=[O:13])=[CH:9][CH:10]=2)[NH:5][C:4]1=[O:30].[N:31]1([CH2:36][CH2:37][C:38]2[CH:43]=[CH:42][C:41]([NH2:44])=[CH:40][CH:39]=2)[CH2:35][CH2:34][CH2:33][CH2:32]1, predict the reaction product. The product is: [O:30]=[C:4]1[C:3](=[CH:2][NH:44][C:41]2[CH:42]=[CH:43][C:38]([CH2:37][CH2:36][N:31]3[CH2:35][CH2:34][CH2:33][CH2:32]3)=[CH:39][CH:40]=2)[C:11]2[C:6](=[CH:7][C:8]([C:12]([C:14]3[CH:15]=[C:16]([NH:20][C:21]([C:23]4[N:24]([CH3:29])[N:25]=[C:26]([CH3:28])[CH:27]=4)=[O:22])[CH:17]=[CH:18][CH:19]=3)=[O:13])=[CH:9][CH:10]=2)[NH:5]1.